This data is from Forward reaction prediction with 1.9M reactions from USPTO patents (1976-2016). The task is: Predict the product of the given reaction. (1) Given the reactants [C:1]1([CH3:16])[CH:6]=[CH:5][C:4]([NH:7][C:8]2([C:14]#[N:15])[CH2:13][CH2:12][CH2:11][CH2:10][CH2:9]2)=[CH:3][CH:2]=1.[O:17]([C:19]#N)[Na].Cl.[OH2:22], predict the reaction product. The product is: [C:1]1([CH3:16])[CH:6]=[CH:5][C:4]([N:7]2[C:8]3([CH2:13][CH2:12][CH2:11][CH2:10][CH2:9]3)[C:14](=[O:22])[NH:15][C:19]2=[O:17])=[CH:3][CH:2]=1. (2) Given the reactants [NH2:1][C:2]1[CH:3]=[C:4]([C@@H:9]([O:40][Si](CC)(CC)CC)[CH2:10][N:11](C(OC(C)(C)C)=O)[CH2:12][CH2:13][O:14][C:15]2[CH:23]=[C:22]3[C:18]([C:19]([O:31][CH3:32])=[N:20][N:21]3C(OC(C)(C)C)=O)=[CH:17][CH:16]=2)[CH:5]=[CH:6][C:7]=1[Cl:8].C(Cl)Cl.NC1C=C([C@@H](O[Si](CC)(CC)CC)CN(C(OC(C)(C)C)=O)CCOC2C=C3C(C(OC)=NN3C(OC(C)(C)C)=O)=CC=2)C=CC=1Cl.[S:98]1[CH:102]=[CH:101][CH:100]=[C:99]1[S:103](Cl)(=[O:105])=[O:104].C(Cl)Cl.C(O)C(N)(CO)CO.Cl.O1CCOCC1, predict the reaction product. The product is: [Cl:8][C:7]1[CH:6]=[CH:5][C:4]([C@@H:9]([OH:40])[CH2:10][NH:11][CH2:12][CH2:13][O:14][C:15]2[CH:23]=[C:22]3[C:18]([C:19]([O:31][CH3:32])=[N:20][NH:21]3)=[CH:17][CH:16]=2)=[CH:3][C:2]=1[NH:1][S:103]([C:99]1[S:98][CH:102]=[CH:101][CH:100]=1)(=[O:105])=[O:104].[ClH:8]. (3) Given the reactants [S-:1][C:2]#[N:3].[Na+].[CH3:5][N:6]([C:8]([N:11]([CH3:13])[CH3:12])(Cl)[Cl:9])[CH3:7], predict the reaction product. The product is: [S-:1][C:2]#[N:3].[CH3:5][N:6]([C+:8]([N:11]([CH3:13])[CH3:12])[Cl:9])[CH3:7]. (4) Given the reactants [O:1]1[CH:5]=[CH:4][CH:3]=[C:2]1[C:6]1[O:7][C:8]([CH3:23])=[C:9]([CH2:11][O:12][C:13]2[CH:18]=[CH:17][C:16]([CH2:19][OH:20])=[C:15]([O:21][CH3:22])[CH:14]=2)[N:10]=1.C(P(CCCC)CCCC)CCC.[CH2:37]([N:44]1[CH:48]=[C:47]([C:49]([O:51][CH2:52][CH3:53])=[O:50])[C:46](O)=[N:45]1)[C:38]1[CH:43]=[CH:42][CH:41]=[CH:40][CH:39]=1.N(C(N1CCCCC1)=O)=NC(N1CCCCC1)=O, predict the reaction product. The product is: [CH2:37]([N:44]1[CH:48]=[C:47]([C:49]([O:51][CH2:52][CH3:53])=[O:50])[C:46]([O:20][CH2:19][C:16]2[CH:17]=[CH:18][C:13]([O:12][CH2:11][C:9]3[N:10]=[C:6]([C:2]4[O:1][CH:5]=[CH:4][CH:3]=4)[O:7][C:8]=3[CH3:23])=[CH:14][C:15]=2[O:21][CH3:22])=[N:45]1)[C:38]1[CH:39]=[CH:40][CH:41]=[CH:42][CH:43]=1.